The task is: Predict the product of the given reaction.. This data is from Forward reaction prediction with 1.9M reactions from USPTO patents (1976-2016). (1) Given the reactants [NH2:1][C:2]1[CH:32]=[CH:31][CH:30]=[CH:29][C:3]=1[C:4]([NH:6][C:7]1[CH:28]=[CH:27][C:10]2[N:11]([CH:14]([C:21]3[CH:26]=[CH:25][CH:24]=[CH:23][CH:22]=3)[CH2:15][C:16]([O:18]CC)=[O:17])[CH:12]=[N:13][C:9]=2[CH:8]=1)=[O:5], predict the reaction product. The product is: [NH2:1][C:2]1[CH:32]=[CH:31][CH:30]=[CH:29][C:3]=1[C:4]([NH:6][C:7]1[CH:28]=[CH:27][C:10]2[N:11]([CH:14]([C:21]3[CH:26]=[CH:25][CH:24]=[CH:23][CH:22]=3)[CH2:15][C:16]([OH:18])=[O:17])[CH:12]=[N:13][C:9]=2[CH:8]=1)=[O:5]. (2) Given the reactants [CH3:1][NH:2][C:3]([C:5]1[CH:6]=[CH:7][C:8]([N:11]2[CH2:16][CH2:15][CH:14]([OH:17])[CH2:13][CH2:12]2)=[N:9][CH:10]=1)=[O:4].[C:18]([Si:22]([CH3:25])([CH3:24])Cl)([CH3:21])([CH3:20])[CH3:19].N1C=CN=C1, predict the reaction product. The product is: [CH3:1][NH:2][C:3]([C:5]1[CH:6]=[CH:7][C:8]([N:11]2[CH2:16][CH2:15][CH:14]([O:17][Si:22]([C:18]([CH3:21])([CH3:20])[CH3:19])([CH3:25])[CH3:24])[CH2:13][CH2:12]2)=[N:9][CH:10]=1)=[O:4]. (3) Given the reactants [C:1]([O:5][C:6](=[O:24])[N:7]([CH2:18][CH2:19][S:20]([CH3:23])(=[O:22])=[O:21])[CH2:8][C:9]1[CH:14]=[CH:13][C:12]([N+:15]([O-])=O)=[CH:11][N:10]=1)([CH3:4])([CH3:3])[CH3:2], predict the reaction product. The product is: [C:1]([O:5][C:6](=[O:24])[N:7]([CH2:8][C:9]1[CH:14]=[CH:13][C:12]([NH2:15])=[CH:11][N:10]=1)[CH2:18][CH2:19][S:20]([CH3:23])(=[O:21])=[O:22])([CH3:4])([CH3:2])[CH3:3].